From a dataset of Peptide-MHC class I binding affinity with 185,985 pairs from IEDB/IMGT. Regression. Given a peptide amino acid sequence and an MHC pseudo amino acid sequence, predict their binding affinity value. This is MHC class I binding data. (1) The MHC is HLA-A02:01 with pseudo-sequence HLA-A02:01. The binding affinity (normalized) is 0.770. The peptide sequence is SILTLKMFL. (2) The peptide sequence is QLVFNSISAR. The MHC is HLA-A11:01 with pseudo-sequence HLA-A11:01. The binding affinity (normalized) is 0.473. (3) The peptide sequence is LLTALGMSLNF. The MHC is Mamu-B17 with pseudo-sequence Mamu-B17. The binding affinity (normalized) is 0.196. (4) The peptide sequence is SVKEKDMTK. The MHC is HLA-B27:05 with pseudo-sequence HLA-B27:05. The binding affinity (normalized) is 0.0847.